Predict the reaction yield, written as a fraction of the theoretical maximum amount of product (1.0 means a 100% yield; for example, 0.34 means a 34% yield). From a dataset of Reaction yield outcomes from USPTO patents with 853,638 reactions. (1) The reactants are [CH3:1][CH2:2][CH:3]([OH:6])[CH2:4][CH3:5].[N+]([C:10]1[CH:17]=[CH:16][CH:15]=[C:14]([N+:18]([O-:20])=[O:19])[C:11]=1[C:12]#[N:13])([O-])=O. No catalyst specified. The product is [N+:18]([C:14]1[CH:15]=[CH:16][CH:17]=[C:10]([O:6][CH:3]([CH2:4][CH3:5])[CH2:2][CH3:1])[C:11]=1[C:12]#[N:13])([O-:20])=[O:19]. The yield is 0.865. (2) The yield is 0.940. The reactants are [CH3:1][O:2][C:3]1[N:10]=[C:9]([CH3:11])[CH:8]=[C:7]([CH3:12])[C:4]=1[C:5]#[N:6].FC(F)(F)C(O)=O.[I:20]N1C(=O)CCC1=O.C(=O)([O-])[O-].[Na+].[Na+].[O-]S([O-])(=S)=O.[Na+].[Na+]. The catalyst is C(Cl)Cl. The product is [I:20][C:8]1[C:9]([CH3:11])=[N:10][C:3]([O:2][CH3:1])=[C:4]([C:7]=1[CH3:12])[C:5]#[N:6]. (3) The reactants are [NH2:1][N:2]1[CH:6]=[CH:5][C:4]([Cl:7])=[C:3]1[C:8]([O:10]C)=O.[NH3:12].CO. No catalyst specified. The product is [NH2:1][N:2]1[CH:6]=[CH:5][C:4]([Cl:7])=[C:3]1[C:8]([NH2:12])=[O:10]. The yield is 0.580. (4) The reactants are [C:1]([C:5]1[CH:10]=[CH:9][C:8]([S:11](O)(=[O:13])=[O:12])=[C:7]([O:15][CH3:16])[CH:6]=1)([CH3:4])([CH3:3])[CH3:2].P(Cl)(Cl)(Cl)(Cl)[Cl:18]. The catalyst is ClC(Cl)C. The product is [C:1]([C:5]1[CH:10]=[CH:9][C:8]([S:11]([Cl:18])(=[O:13])=[O:12])=[C:7]([O:15][CH3:16])[CH:6]=1)([CH3:4])([CH3:3])[CH3:2]. The yield is 0.650. (5) The reactants are [C:1]([C:3]1[CH:4]=[C:5]([NH:10][C:11]2[C:12]3[CH:20]=[C:19](F)[N:18]=[CH:17][C:13]=3[N:14]=[CH:15][N:16]=2)[CH:6]=[CH:7][C:8]=1[Cl:9])#[CH:2].[CH3:22][O:23][C:24]1[CH:31]=[CH:30][C:27]([CH2:28][NH2:29])=[CH:26][CH:25]=1. The catalyst is CS(C)=O. The product is [Cl:9][C:8]1[CH:7]=[CH:6][C:5]([NH:10][C:11]2[C:12]3[CH:20]=[C:19]([NH:29][CH2:28][C:27]4[CH:30]=[CH:31][C:24]([O:23][CH3:22])=[CH:25][CH:26]=4)[N:18]=[CH:17][C:13]=3[N:14]=[CH:15][N:16]=2)=[CH:4][C:3]=1[C:1]#[CH:2]. The yield is 0.540. (6) The reactants are Br[C:2]1[CH:14]=[C:13]([CH:15]=[CH2:16])[CH:12]=[CH:11][C:3]=1[C:4]([O:6][C:7]([CH3:10])([CH3:9])[CH3:8])=[O:5].[Cu][C:18]#[N:19]. The catalyst is CN(C=O)C.O. The product is [C:18]([C:2]1[CH:14]=[C:13]([CH:15]=[CH2:16])[CH:12]=[CH:11][C:3]=1[C:4]([O:6][C:7]([CH3:10])([CH3:9])[CH3:8])=[O:5])#[N:19]. The yield is 0.720.